From a dataset of Forward reaction prediction with 1.9M reactions from USPTO patents (1976-2016). Predict the product of the given reaction. (1) The product is: [Br:1][C:2]1[CH:30]=[CH:29][C:5]([CH2:6][C@@H:7]([C:26]([NH:32][C:33]2[CH:38]=[CH:37][C:36]([C:39]3[NH:40][C:41]([C:44]([F:55])([F:54])[C:45]([F:53])([F:52])[C:46]([F:50])([F:51])[C:47]([OH:49])=[O:48])=[N:42][N:43]=3)=[CH:35][CH:34]=2)=[O:27])[NH:8][C:9]([C@H:11]2[CH2:12][CH2:13][C@H:14]([CH2:17][NH:18][C:19]([O:21][C:22]([CH3:24])([CH3:25])[CH3:23])=[O:20])[CH2:15][CH2:16]2)=[O:10])=[CH:4][CH:3]=1. Given the reactants [Br:1][C:2]1[CH:30]=[CH:29][C:5]([CH2:6][C@@H:7]([C:26](O)=[O:27])[NH:8][C:9]([C@H:11]2[CH2:16][CH2:15][C@H:14]([CH2:17][NH:18][C:19]([O:21][C:22]([CH3:25])([CH3:24])[CH3:23])=[O:20])[CH2:13][CH2:12]2)=[O:10])=[CH:4][CH:3]=1.Cl.[NH2:32][C:33]1[CH:38]=[CH:37][C:36]([C:39]2[NH:40][C:41]([C:44]([F:55])([F:54])[C:45]([F:53])([F:52])[C:46]([F:51])([F:50])[C:47]([OH:49])=[O:48])=[N:42][N:43]=2)=[CH:35][CH:34]=1.C(NC(C)C)(C)C.CN(C(ON1N=NC2C=CC=NC1=2)=[N+](C)C)C.F[P-](F)(F)(F)(F)F, predict the reaction product. (2) Given the reactants [CH3:1][O:2][C:3]([C:5]1[CH:6]=[C:7]([Cl:24])[CH:8]=[C:9]2[C:14]=1[NH:13][CH:12]([C:15]1[CH:20]=[CH:19][CH:18]=[C:17](Br)[CH:16]=1)[C:11]([CH3:23])([CH3:22])[CH2:10]2)=[O:4].C(=O)([O-])[O-].[Cs+].[Cs+].[C:31]([N:34]1[CH2:39][CH2:38][NH:37][CH2:36][CH2:35]1)(=[O:33])[CH3:32], predict the reaction product. The product is: [CH3:1][O:2][C:3]([C:5]1[CH:6]=[C:7]([Cl:24])[CH:8]=[C:9]2[C:14]=1[NH:13][CH:12]([C:15]1[CH:20]=[CH:19][CH:18]=[C:17]([N:37]3[CH2:38][CH2:39][N:34]([C:31](=[O:33])[CH3:32])[CH2:35][CH2:36]3)[CH:16]=1)[C:11]([CH3:23])([CH3:22])[CH2:10]2)=[O:4]. (3) The product is: [C:1]([N:4]1[CH2:5][CH2:6][N:7]([C:10]2[CH:11]=[C:12]([O:39][CH3:40])[C:13]([NH:19][C:20]3[N:25]=[C:24]([N:26]4[CH:30]=[C:29]([CH2:31][N:42]5[CH2:45][CH2:44][CH2:43]5)[C:28]([C:33]5[CH:34]=[CH:35][CH:36]=[CH:37][CH:38]=5)=[N:27]4)[CH:23]=[CH:22][N:21]=3)=[CH:14][C:15]=2[NH:16][C:12](=[O:39])[CH:11]=[CH2:10])[CH2:8][CH2:9]1)(=[O:3])[CH3:2]. Given the reactants [C:1]([N:4]1[CH2:9][CH2:8][N:7]([C:10]2[C:15]([N+:16]([O-])=O)=[CH:14][C:13]([NH:19][C:20]3[N:25]=[C:24]([N:26]4[CH:30]=[C:29]([CH:31]=O)[C:28]([C:33]5[CH:38]=[CH:37][CH:36]=[CH:35][CH:34]=5)=[N:27]4)[CH:23]=[CH:22][N:21]=3)=[C:12]([O:39][CH3:40])[CH:11]=2)[CH2:6][CH2:5]1)(=[O:3])[CH3:2].Cl.[NH:42]1[CH2:45][CH2:44][CH2:43]1, predict the reaction product.